Dataset: Reaction yield outcomes from USPTO patents with 853,638 reactions. Task: Predict the reaction yield, written as a fraction of the theoretical maximum amount of product (1.0 means a 100% yield; for example, 0.34 means a 34% yield). (1) The product is [CH3:1][O:2][CH2:3][O:4][C:5]1[C:13]([O:14][CH3:15])=[CH:12][C:11]([I:35])=[C:10]2[C:6]=1[CH:7]([OH:26])[N:8]([C:17]([CH3:18])([C:19]1[CH:24]=[CH:23][CH:22]=[CH:21][CH:20]=1)[CH3:25])[C:9]2=[O:16]. The catalyst is C1COCC1. The yield is 0.770. The reactants are [CH3:1][O:2][CH2:3][O:4][C:5]1[C:13]([O:14][CH3:15])=[CH:12][CH:11]=[C:10]2[C:6]=1[CH:7]([OH:26])[N:8]([C:17]([CH3:25])([C:19]1[CH:24]=[CH:23][CH:22]=[CH:21][CH:20]=1)[CH3:18])[C:9]2=[O:16].CN(CCN(C)C)C.[I:35]I. (2) The reactants are I.[NH2:2][CH2:3][CH2:4][CH2:5][NH:6][C:7]1[C:8]([C:12]2[N:16]([C:17]3[CH:22]=[CH:21][C:20]([F:23])=[C:19]([Br:24])[CH:18]=3)[C:15](=[O:25])[O:14][N:13]=2)=[N:9][O:10][N:11]=1.[S:26](N)([NH2:29])(=[O:28])=[O:27]. The catalyst is N1C=CC=CC=1. The product is [Br:24][C:19]1[CH:18]=[C:17]([N:16]2[C:15](=[O:25])[O:14][N:13]=[C:12]2[C:8]2[C:7]([NH:6][CH2:5][CH2:4][CH2:3][NH:2][S:26]([NH2:29])(=[O:28])=[O:27])=[N:11][O:10][N:9]=2)[CH:22]=[CH:21][C:20]=1[F:23]. The yield is 0.710. (3) The reactants are C([N:14]1[CH2:17][CH:16]([O:18][CH:19]([C:30]2[CH:35]=[CH:34][C:33]([F:36])=[CH:32][CH:31]=2)[C:20]2[CH:25]=[CH:24][CH:23]=[CH:22][C:21]=2[C:26]([F:29])([F:28])[F:27])[CH2:15]1)(C1C=CC=CC=1)C1C=CC=CC=1.Cl.FC(F)(F)C1C=CC=CC=1C(OC1CNC1)C1C=CC([Cl:49])=CC=1. No catalyst specified. The product is [ClH:49].[F:29][C:26]([F:27])([F:28])[C:21]1[CH:22]=[CH:23][CH:24]=[CH:25][C:20]=1[CH:19]([O:18][CH:16]1[CH2:17][NH:14][CH2:15]1)[C:30]1[CH:35]=[CH:34][C:33]([F:36])=[CH:32][CH:31]=1. The yield is 0.550. (4) The reactants are [F:1][C:2]([F:15])([F:14])[C:3]1[CH:4]=[C:5]([CH:10]=[CH:11][C:12]=1[CH3:13])[C:6]([O:8][CH3:9])=[O:7].[Br:16]N1C(=O)CCC1=O.C(OOCC1C=CC=CC=1)C1C=CC=CC=1. The catalyst is C(Cl)(Cl)(Cl)Cl. The product is [Br:16][CH2:13][C:12]1[CH:11]=[CH:10][C:5]([C:6]([O:8][CH3:9])=[O:7])=[CH:4][C:3]=1[C:2]([F:14])([F:15])[F:1]. The yield is 0.880.